Dataset: Forward reaction prediction with 1.9M reactions from USPTO patents (1976-2016). Task: Predict the product of the given reaction. (1) Given the reactants C1CCN(C(N=NC(N2CCCCC2)=O)=O)CC1.[CH3:19][O:20][C:21]1[CH:25]=[C:24]([C:26]2[CH:27]=[C:28]([OH:43])[CH:29]=[C:30]([O:32][C:33]3[CH:38]=[CH:37][C:36]([S:39]([CH3:42])(=[O:41])=[O:40])=[CH:35][CH:34]=3)[CH:31]=2)[NH:23][N:22]=1.[CH3:44][O:45][CH2:46][C@H:47](O)[CH3:48].C(P(CCCC)CCCC)CCC, predict the reaction product. The product is: [CH3:19][O:20][C:21]1[CH:25]=[C:24]([C:26]2[CH:31]=[C:30]([O:32][C:33]3[CH:34]=[CH:35][C:36]([S:39]([CH3:42])(=[O:41])=[O:40])=[CH:37][CH:38]=3)[CH:29]=[C:28]([O:43][C@@H:47]([CH3:48])[CH2:46][O:45][CH3:44])[CH:27]=2)[NH:23][N:22]=1. (2) Given the reactants [NH2:1][C:2]1[C:7]([C:8]([O:10][CH3:11])=[O:9])=[CH:6][C:5]([O:12][CH3:13])=[N:4][CH:3]=1.Cl[C:15](Cl)([O:17]C(=O)OC(Cl)(Cl)Cl)Cl.C(N(C(C)C)CC)(C)C.[NH2:35][C:36]1[CH:55]=[CH:54][C:39]([CH2:40][C@@H:41]([C:50]([O:52][CH3:53])=[O:51])[NH:42][C:43]([O:45][C:46]([CH3:49])([CH3:48])[CH3:47])=[O:44])=[CH:38][CH:37]=1, predict the reaction product. The product is: [C:46]([O:45][C:43]([NH:42][C@H:41]([C:50]([O:52][CH3:53])=[O:51])[CH2:40][C:39]1[CH:38]=[CH:37][C:36]([NH:35][C:15]([NH:1][C:2]2[CH:3]=[N:4][C:5]([O:12][CH3:13])=[CH:6][C:7]=2[C:8]([O:10][CH3:11])=[O:9])=[O:17])=[CH:55][CH:54]=1)=[O:44])([CH3:47])([CH3:48])[CH3:49]. (3) The product is: [C:1]([C:8]([NH2:13])([OH:12])[CH:9]([OH:11])[CH3:10])([O:3][C:4]([CH3:5])([CH3:7])[CH3:6])=[O:2].[OH:16][C:15]([CH:17]([C:19]1[CH:32]=[CH:31][CH:30]=[C:21]([C:22]([C:24]2[CH:25]=[CH:26][CH:27]=[CH:28][CH:29]=2)=[O:23])[CH:20]=1)[CH3:18])=[O:14]. Given the reactants [C:1]([C:8]([NH2:13])([OH:12])[CH:9]([OH:11])[CH3:10])([O:3][C:4]([CH3:7])([CH3:6])[CH3:5])=[O:2].[OH:14][C:15]([CH:17]([C:19]1[CH:32]=[CH:31][CH:30]=[C:21]([C:22]([C:24]2[CH:29]=[CH:28][CH:27]=[CH:26][CH:25]=2)=[O:23])[CH:20]=1)[CH3:18])=[O:16].CCN=C=NCCCN(C)C.Cl.C(OCC)(=O)C, predict the reaction product. (4) Given the reactants [CH2:1]([O:3][C@@H:4]1[CH2:8][N:7]([C:9](=[O:19])[C@H:10]([CH:16]([CH3:18])[CH3:17])[NH:11][C:12]([O:14][CH3:15])=[O:13])[C@H:6]([C:20]2[NH:24][C:23]3[C:25]4[C:30]([CH:31]=[CH:32][C:22]=3[N:21]=2)=[CH:29][C:28]2[C:33]3[C:38]([CH2:39][O:40][C:27]=2[CH:26]=4)=[CH:37][C:36]([C:41]2[NH:45][C:44]([C@@H:46]4[CH2:50][CH2:49][CH2:48][N:47]4C(OC(C)(C)C)=O)=[N:43][CH:42]=2)=[CH:35][CH:34]=3)[CH2:5]1)[CH3:2].Cl.[CH3:59][O:60][C:61]([NH:63][C@@H:64]([CH:68]([CH3:70])[CH3:69])[C:65](O)=[O:66])=[O:62].CN(C(ON1N=NC2C=CC=NC1=2)=[N+](C)C)C.F[P-](F)(F)(F)(F)F.CCN(C(C)C)C(C)C, predict the reaction product. The product is: [CH2:1]([O:3][C@@H:4]1[CH2:8][N:7]([C:9](=[O:19])[C@@H:10]([NH:11][C:12]([O:14][CH3:15])=[O:13])[CH:16]([CH3:18])[CH3:17])[C@H:6]([C:20]2[NH:24][C:23]3[C:25]4[C:30]([CH:31]=[CH:32][C:22]=3[N:21]=2)=[CH:29][C:28]2[C:33]3[C:38]([CH2:39][O:40][C:27]=2[CH:26]=4)=[CH:37][C:36]([C:41]2[NH:45][C:44]([C@@H:46]4[CH2:50][CH2:49][CH2:48][N:47]4[C:65](=[O:66])[C@@H:64]([NH:63][C:61](=[O:62])[O:60][CH3:59])[CH:68]([CH3:70])[CH3:69])=[N:43][CH:42]=2)=[CH:35][CH:34]=3)[CH2:5]1)[CH3:2]. (5) Given the reactants [I:1][C:2]1[CH:3]=[C:4]([N+:9]([O-])=O)[CH:5]=[C:6]([I:8])[CH:7]=1.O.O.Cl[Sn]Cl.[BH4-].[Na+].[OH-].[Na+], predict the reaction product. The product is: [I:1][C:2]1[CH:3]=[C:4]([CH:5]=[C:6]([I:8])[CH:7]=1)[NH2:9].